This data is from Reaction yield outcomes from USPTO patents with 853,638 reactions. The task is: Predict the reaction yield, written as a fraction of the theoretical maximum amount of product (1.0 means a 100% yield; for example, 0.34 means a 34% yield). (1) The reactants are [C:1]([C:4]1[CH:16]=[CH:15][C:7](/[CH:8]=[N+:9](\[O-:14])/[C:10]([CH3:13])([CH3:12])[CH3:11])=[CH:6][CH:5]=1)([OH:3])=O.Cl.C[O:19][C:20](=[O:23])[CH2:21][NH2:22].CCN=C=NCCCN(C)C.ON1C2C=CC=CC=2N=N1.CCN(C(C)C)C(C)C. The catalyst is C(Cl)Cl.C(OCC)(=O)C. The product is [C:20]([CH2:21][NH:22][C:1]([C:4]1[CH:16]=[CH:15][C:7](/[CH:8]=[N+:9](\[O-:14])/[C:10]([CH3:13])([CH3:12])[CH3:11])=[CH:6][CH:5]=1)=[O:3])([OH:23])=[O:19]. The yield is 0.536. (2) The reactants are Cl[C:2]1[CH:11]=[CH:10][C:9]2[C:4](=[C:5]([C:12]3[CH:17]=[CH:16][C:15]([C:18]4[CH:19]=[N:20][N:21]([CH3:23])[CH:22]=4)=[CH:14][CH:13]=3)[CH:6]=[N:7][CH:8]=2)[N:3]=1.[CH3:24][N:25]1[CH:29]=[CH:28][C:27](B2OC(C)(C)C(C)(C)O2)=[N:26]1.C(Cl)Cl.C(=O)([O-])[O-].[Na+].[Na+].O. The catalyst is C1C=CC(P(C2C=CC=CC=2)[C-]2C=CC=C2)=CC=1.C1C=CC(P(C2C=CC=CC=2)[C-]2C=CC=C2)=CC=1.Cl[Pd]Cl.[Fe+2].C(#N)C. The product is [CH3:23][N:21]1[CH:22]=[C:18]([C:15]2[CH:16]=[CH:17][C:12]([C:5]3[CH:6]=[N:7][CH:8]=[C:9]4[C:4]=3[N:3]=[C:2]([C:29]3[N:25]([CH3:24])[N:26]=[CH:27][CH:28]=3)[CH:11]=[CH:10]4)=[CH:13][CH:14]=2)[CH:19]=[N:20]1. The yield is 0.660.